Predict the reaction yield, written as a fraction of the theoretical maximum amount of product (1.0 means a 100% yield; for example, 0.34 means a 34% yield). From a dataset of Reaction yield outcomes from USPTO patents with 853,638 reactions. (1) The reactants are [Cl:1][C:2]1[CH:7]=[CH:6][C:5]([NH:8][C:9]([C@@H:11]2[CH2:15][CH2:14][C@H:13]([C:16]3[CH:21]=[CH:20][C:19](OC)=[C:18]([O:24][CH3:25])[CH:17]=3)[NH:12]2)=O)=[CH:4][C:3]=1[O:26][CH3:27].C1(C)C=CC=CC=1.C1C[O:38][CH2:37]C1. No catalyst specified. The product is [Cl:1][C:2]1[CH:7]=[CH:6][C:5]([NH:8][CH2:9][C@@H:11]2[CH2:15][CH2:14][C@H:13]([C:16]3[CH2:17][C:18]([O:24][CH3:25])([O:38][CH3:37])[CH:19]=[CH:20][CH:21]=3)[NH:12]2)=[CH:4][C:3]=1[O:26][CH3:27]. The yield is 0.670. (2) The reactants are [Cl:1][C:2]1[N:7]=[C:6](Cl)[C:5]([N+:9]([O-:11])=[O:10])=[CH:4][N:3]=1.[S-:12][C:13]#[N:14].[K+].O. The catalyst is C(O)(=O)C. The product is [Cl:1][C:2]1[N:7]=[C:6]([S:12][C:13]#[N:14])[C:5]([N+:9]([O-:11])=[O:10])=[CH:4][N:3]=1. The yield is 0.890. (3) The reactants are [CH3:1][O:2][C:3]([C:5]1([CH:11](OS(C(F)(F)F)(=O)=O)[CH3:12])[CH2:10][CH2:9][CH2:8][CH2:7][O:6]1)=[O:4].N1(C2CCCCCCCCCC2)CCCN=CCCCCC1. The catalyst is ClCCl. The product is [CH3:1][O:2][C:3]([C:5]1([CH:11]=[CH2:12])[CH2:10][CH2:9][CH2:8][CH2:7][O:6]1)=[O:4]. The yield is 0.750. (4) The reactants are [Br:1][C:2]1[C:10]([CH3:11])=[CH:9][CH:8]=[CH:7][C:3]=1[C:4](O)=[O:5].ClC(OCC(C)C)=O.[NH3:20].O. The catalyst is ClCCl. The product is [Br:1][C:2]1[C:10]([CH3:11])=[CH:9][CH:8]=[CH:7][C:3]=1[C:4]([NH2:20])=[O:5]. The yield is 0.710. (5) The product is [Br:1][C:2]1[N:3]=[C:4]([NH2:10])[CH:5]=[CH:6][C:7]=1[O:8][CH3:9]. The yield is 0.650. The reactants are [Br:1][C:2]1[C:7]([O:8][CH3:9])=[CH:6][CH:5]=[C:4]([N+:10]([O-])=O)[N:3]=1.O.C([O-])(O)=O.[Na+]. The catalyst is C(O)C. (6) The catalyst is CC(C)=O.C(O)C. The product is [CH3:26][O:25][C:24]1[CH:23]=[C:22]2[C:17]([CH2:18][CH2:19][CH2:20][CH2:21]2)=[CH:16][C:15]=1[NH:14][C:2]([NH2:3])=[S:1]. The reactants are [S-:1][C:2]#[N:3].[NH4+].C(Cl)(=O)C1C=CC=CC=1.[NH2:14][C:15]1[CH:16]=[C:17]2[C:22](=[CH:23][C:24]=1[O:25][CH3:26])[CH2:21][CH2:20][CH2:19][CH2:18]2.[OH-].[NH4+]. The yield is 0.800. (7) The reactants are [N+:1]([C:4]1[CH:5]=[N:6][NH:7][CH:8]=1)([O-:3])=[O:2].[CH3:9][C:10]1[CH:15]=[CH:14][C:13]([S:16](Cl)(=[O:18])=[O:17])=[CH:12][CH:11]=1.C(N(CC)CC)C. The catalyst is CN(C=O)C.O. The product is [N+:1]([C:4]1[CH:5]=[N:6][N:7]([S:16]([C:13]2[CH:14]=[CH:15][C:10]([CH3:9])=[CH:11][CH:12]=2)(=[O:18])=[O:17])[CH:8]=1)([O-:3])=[O:2]. The yield is 0.500. (8) The reactants are [C@@H:1]1([NH:10][C:11]2[N:16]3[N:17]=[CH:18][C:19]([C@H:20]4[CH2:24][C@H:23]([OH:25])[C@@H:22]([CH2:26][OH:27])[CH2:21]4)=[C:15]3[N:14]=[CH:13][N:12]=2)[C:9]2[C:4](=[CH:5][CH:6]=[CH:7][CH:8]=2)[CH2:3][CH2:2]1.C(N(CC)C(C)C)(C)C.[S:37](Cl)(=[O:40])(=[O:39])[NH2:38]. The catalyst is C(#N)C. The product is [S:37](=[O:40])(=[O:39])([O:27][CH2:26][C@H:22]1[CH2:21][C@@H:20]([C:19]2[CH:18]=[N:17][N:16]3[C:11]([NH:10][C@@H:1]4[C:9]5[C:4](=[CH:5][CH:6]=[CH:7][CH:8]=5)[CH2:3][CH2:2]4)=[N:12][CH:13]=[N:14][C:15]=23)[CH2:24][C@@H:23]1[OH:25])[NH2:38]. The yield is 0.203. (9) The reactants are C(OC(=O)[NH:7][C:8]1([C:13]([OH:16])([CH3:15])[CH3:14])[CH2:12][CH2:11][CH2:10][CH2:9]1)(C)(C)C.CO.[ClH:20]. No catalyst specified. The product is [ClH:20].[NH2:7][C:8]1([C:13]([OH:16])([CH3:15])[CH3:14])[CH2:12][CH2:11][CH2:10][CH2:9]1. The yield is 0.960.